Dataset: Catalyst prediction with 721,799 reactions and 888 catalyst types from USPTO. Task: Predict which catalyst facilitates the given reaction. (1) Reactant: [CH3:1][CH:2]([C:4]1[CH:5]=[C:6]([O:10][C:11]2[N:16]=[CH:15][C:14]([N+:17]([O-])=O)=[CH:13][N:12]=2)[CH:7]=[CH:8][CH:9]=1)[CH3:3]. Product: [CH3:3][CH:2]([C:4]1[CH:5]=[C:6]([O:10][C:11]2[N:16]=[CH:15][C:14]([NH2:17])=[CH:13][N:12]=2)[CH:7]=[CH:8][CH:9]=1)[CH3:1]. The catalyst class is: 19. (2) Reactant: [Cl:1][C:2]1[CH:3]=[C:4]([C@H:8]([OH:10])[CH3:9])[CH:5]=[CH:6][CH:7]=1.[H-].[Na+].[F:13][C:14]1[CH:21]=[CH:20][CH:19]=[C:18](F)[C:15]=1[C:16]#[N:17]. Product: [F:13][C:14]1[CH:21]=[CH:20][C:19]([O:10][C@@H:8]([C:4]2[CH:5]=[CH:6][CH:7]=[C:2]([Cl:1])[CH:3]=2)[CH3:9])=[CH:18][C:15]=1[C:16]#[N:17]. The catalyst class is: 35. (3) Reactant: Cl[C:2]1[C:11]2[C:6](=[CH:7][C:8]([O:14][CH2:15][CH2:16][CH2:17][N:18]3[CH2:23][CH2:22][CH2:21][CH2:20][CH2:19]3)=[C:9]([O:12][CH3:13])[CH:10]=2)[N:5]=[CH:4][N:3]=1.C(=O)([O-])[O-].[K+].[K+].[Br:30][C:31]1[C:39]([OH:40])=[CH:38][CH:37]=[C:36]2[C:32]=1[CH:33]=[CH:34][NH:35]2. Product: [Br:30][C:31]1[C:39]([O:40][C:2]2[C:11]3[C:6](=[CH:7][C:8]([O:14][CH2:15][CH2:16][CH2:17][N:18]4[CH2:23][CH2:22][CH2:21][CH2:20][CH2:19]4)=[C:9]([O:12][CH3:13])[CH:10]=3)[N:5]=[CH:4][N:3]=2)=[CH:38][CH:37]=[C:36]2[C:32]=1[CH:33]=[CH:34][NH:35]2. The catalyst class is: 44. (4) Reactant: Cl[C:2]1[C:12]([C:13]#[N:14])=[CH:11][C:5]([C:6]([O:8][CH2:9][CH3:10])=[O:7])=[C:4]([CH3:15])[N:3]=1.[CH2:16]1[CH:20]2[CH2:21][NH:22][CH2:23][CH:19]2[CH2:18][N:17]1[C:24]([O:26][C:27]([CH3:30])([CH3:29])[CH3:28])=[O:25].C(N(CC)CC)C. Product: [C:13]([C:12]1[C:2]([N:22]2[CH2:21][CH:20]3[CH2:16][N:17]([C:24]([O:26][C:27]([CH3:30])([CH3:29])[CH3:28])=[O:25])[CH2:18][CH:19]3[CH2:23]2)=[N:3][C:4]([CH3:15])=[C:5]([C:6]([O:8][CH2:9][CH3:10])=[O:7])[CH:11]=1)#[N:14]. The catalyst class is: 8. (5) Reactant: [NH:1]1[C:9]2[C:4](=[CH:5][C:6]([NH:10][C:11]3[CH:16]=[CH:15][N:14]=[C:13]([C:17]4[CH:18]=[C:19]([CH:24]=[CH:25][CH:26]=4)[O:20][CH2:21][CH:22]=O)[N:12]=3)=[CH:7][CH:8]=2)[CH:3]=[N:2]1.[CH:27]([NH2:30])([CH3:29])[CH3:28].[BH3-]C#N.[Na+]. Product: [CH:27]([NH:30][CH2:22][CH2:21][O:20][C:19]1[CH:18]=[C:17]([C:13]2[N:12]=[C:11]([NH:10][C:6]3[CH:5]=[C:4]4[C:9](=[CH:8][CH:7]=3)[NH:1][N:2]=[CH:3]4)[CH:16]=[CH:15][N:14]=2)[CH:26]=[CH:25][CH:24]=1)([CH3:29])[CH3:28]. The catalyst class is: 5. (6) Reactant: Cl.[Cl:2][C:3]1[CH:4]=[CH:5][C:6]([O:19][CH2:20][C:21]2[CH:26]=[CH:25][CH:24]=[CH:23][CH:22]=2)=[C:7]([CH2:9][C:10]2[S:11][CH:12]=[C:13]([C:15](=[NH:18])OC)[N:14]=2)[CH:8]=1.N[C:28]1[CH:29]=[C:30]([CH2:35][CH2:36][OH:37])[CH:31]=[CH:32][C:33]=1[NH2:34]. Product: [Cl:2][C:3]1[CH:4]=[CH:5][C:6]([O:19][CH2:20][C:21]2[CH:26]=[CH:25][CH:24]=[CH:23][CH:22]=2)=[C:7]([CH2:9][C:10]2[S:11][CH:12]=[C:13]([C:15]3[NH:34][C:33]4[CH:32]=[CH:31][C:30]([CH2:35][CH2:36][OH:37])=[CH:29][C:28]=4[N:18]=3)[N:14]=2)[CH:8]=1. The catalyst class is: 8. (7) Reactant: [NH2:1][C:2]1[C:10]2[C:5](=[C:6]([Br:11])[CH:7]=[CH:8][CH:9]=2)[NH:4][C:3]=1[C:12]([NH2:14])=[O:13].[O:15]=[C:16](Cl)OC(Cl)(Cl)Cl.O. Product: [Br:11][C:6]1[C:5]2[NH:4][C:3]3[C:12](=[O:13])[NH:14][C:16](=[O:15])[NH:1][C:2]=3[C:10]=2[CH:9]=[CH:8][CH:7]=1. The catalyst class is: 12. (8) Reactant: [N+:1]([C:4]1[CH:9]=[CH:8][C:7]([S:10][O:11][S:12][C:13]2[CH:18]=[CH:17][C:16]([N+:19]([O-])=O)=[C:15]([C:22]3[CH:27]=[CH:26][CH:25]=[CH:24][CH:23]=3)[C:14]=2[C:28]([O:30][CH2:31][CH3:32])=[O:29])=[C:6]([C:33]([O:35][CH2:36][CH3:37])=[O:34])[C:5]=1[C:38]1[CH:43]=[CH:42][CH:41]=[CH:40][CH:39]=1)([O-])=O.O.NN. Product: [NH2:19][C:16]1[CH:17]=[CH:18][C:13]([S:12][O:11][S:10][C:7]2[CH:8]=[CH:9][C:4]([NH2:1])=[C:5]([C:38]3[CH:39]=[CH:40][CH:41]=[CH:42][CH:43]=3)[C:6]=2[C:33]([O:35][CH2:36][CH3:37])=[O:34])=[C:14]([C:28]([O:30][CH2:31][CH3:32])=[O:29])[C:15]=1[C:22]1[CH:23]=[CH:24][CH:25]=[CH:26][CH:27]=1. The catalyst class is: 5. (9) Reactant: [C:1]([O:5][C:6]([N:8]1[CH2:13][CH2:12][CH:11]([C:14]([OH:16])=O)[CH2:10][CH2:9]1)=[O:7])([CH3:4])([CH3:3])[CH3:2].CN1CCOCC1.CC(C)CC(Cl)=O.[Cl-].[F:32][C:33]1[CH:38]=[CH:37][C:36]([C:39](=[O:42])[CH2:40][NH3+:41])=[CH:35][C:34]=1[C:43]([F:46])([F:45])[F:44]. Product: [F:32][C:33]1[CH:38]=[CH:37][C:36]([C:39](=[O:42])[CH2:40][NH:41][C:14]([CH:11]2[CH2:10][CH2:9][N:8]([C:6]([O:5][C:1]([CH3:2])([CH3:3])[CH3:4])=[O:7])[CH2:13][CH2:12]2)=[O:16])=[CH:35][C:34]=1[C:43]([F:44])([F:45])[F:46]. The catalyst class is: 1.